This data is from Forward reaction prediction with 1.9M reactions from USPTO patents (1976-2016). The task is: Predict the product of the given reaction. Given the reactants [C:1]([OH:6])(=O)[CH2:2][CH2:3][CH3:4].[CH3:7][C:8]([CH3:29])([CH3:28])[CH2:9][N:10]1[C:14]2[N:15]=[C:16]([C:19]#[N:20])[N:17]=[CH:18][C:13]=2[CH:12]=[C:11]1[CH2:21][N:22]1[CH2:27][CH2:26][NH:25][CH2:24][CH2:23]1.C1C=CC2N(O)N=NC=2C=1.Cl.[Cl-].[NH4+], predict the reaction product. The product is: [C:1]([N:25]1[CH2:26][CH2:27][N:22]([CH2:21][C:11]2[N:10]([CH2:9][C:8]([CH3:29])([CH3:28])[CH3:7])[C:14]3[N:15]=[C:16]([C:19]#[N:20])[N:17]=[CH:18][C:13]=3[CH:12]=2)[CH2:23][CH2:24]1)(=[O:6])[CH2:2][CH2:3][CH3:4].